From a dataset of Full USPTO retrosynthesis dataset with 1.9M reactions from patents (1976-2016). Predict the reactants needed to synthesize the given product. (1) Given the product [CH3:4][C:2]([Si:5]([CH3:23])([CH3:22])[O:6][C@@H:7]1[C@@H:11]([CH2:12][O:13][CH2:14][C:15]2[CH:16]=[CH:17][CH:18]=[CH:19][CH:20]=2)[C:10]([O:21][S:45]([C:48]([F:51])([F:50])[F:49])(=[O:47])=[O:46])=[CH:9][CH2:8]1)([CH3:1])[CH3:3], predict the reactants needed to synthesize it. The reactants are: [CH3:1][C:2]([Si:5]([CH3:23])([CH3:22])[O:6][C@@H:7]1[C@@H:11]([CH2:12][O:13][CH2:14][C:15]2[CH:20]=[CH:19][CH:18]=[CH:17][CH:16]=2)[C:10](=[O:21])[CH:9]=[CH:8]1)([CH3:4])[CH3:3].C([BH-](C(CC)C)C(CC)C)(CC)C.[Li+].C1(N([S:45]([C:48]([F:51])([F:50])[F:49])(=[O:47])=[O:46])[S:45]([C:48]([F:51])([F:50])[F:49])(=[O:47])=[O:46])C=CC=CC=1.COC(C)(C)C. (2) Given the product [CH2:5]1[O:15][C:14]2[CH:13]=[CH:12][C:9]([CH2:10][Br:2])=[CH:8][C:7]=2[O:6]1, predict the reactants needed to synthesize it. The reactants are: P(Br)(Br)[Br:2].[CH2:5]1[O:15][C:14]2[CH:13]=[CH:12][C:9]([CH2:10]O)=[CH:8][C:7]=2[O:6]1. (3) Given the product [O:14]1[CH2:18][CH2:17][CH:16]([CH2:19][NH:20][C:10]([C:7]2[CH:6]=[C:5]([CH2:1][CH2:2][CH2:3][CH3:4])[O:9][N:8]=2)=[O:12])[CH2:15]1, predict the reactants needed to synthesize it. The reactants are: [CH2:1]([C:5]1[O:9][N:8]=[C:7]([C:10]([OH:12])=O)[CH:6]=1)[CH2:2][CH2:3][CH3:4].Cl.[O:14]1[CH2:18][CH2:17][CH:16]([CH2:19][NH2:20])[CH2:15]1.C(N(CC)CC)C.ON1C2C=CC=CC=2N=N1.Cl.C(N=C=NCCCN(C)C)C. (4) The reactants are: [CH3:1][CH:2]1[O:6][C:5](=[O:7])[N:4]([C:8]2[CH:16]=[CH:15][C:11]([C:12]([OH:14])=O)=[CH:10][CH:9]=2)[CH2:3]1.Cl.[CH3:18][C:19]1[C:20]([N:26]2[CH2:31][CH2:30][NH:29][CH2:28][CH2:27]2)=[N:21][CH:22]=[C:23]([CH3:25])[CH:24]=1. Given the product [CH3:18][C:19]1[C:20]([N:26]2[CH2:27][CH2:28][N:29]([C:12]([C:11]3[CH:10]=[CH:9][C:8]([N:4]4[CH2:3][CH:2]([CH3:1])[O:6][C:5]4=[O:7])=[CH:16][CH:15]=3)=[O:14])[CH2:30][CH2:31]2)=[N:21][CH:22]=[C:23]([CH3:25])[CH:24]=1, predict the reactants needed to synthesize it. (5) Given the product [NH2:10][C:11]1[CH:20]=[CH:19][C:18]([C:21]([C:23]2[N:31]3[C:26]([C:27]([O:32][CH2:2][C:3]([O:5][C:6]([CH3:9])([CH3:8])[CH3:7])=[O:4])=[CH:28][CH:29]=[CH:30]3)=[C:25]([O:33][CH3:34])[C:24]=2[CH3:35])=[O:22])=[CH:17][C:12]=1[C:13]([O:15][CH3:16])=[O:14], predict the reactants needed to synthesize it. The reactants are: Br[CH2:2][C:3]([O:5][C:6]([CH3:9])([CH3:8])[CH3:7])=[O:4].[NH2:10][C:11]1[CH:20]=[CH:19][C:18]([C:21]([C:23]2[N:31]3[C:26]([C:27]([OH:32])=[CH:28][CH:29]=[CH:30]3)=[C:25]([O:33][CH3:34])[C:24]=2[CH3:35])=[O:22])=[CH:17][C:12]=1[C:13]([O:15][CH3:16])=[O:14].S([O-])(O)(=O)=O.[K+]. (6) Given the product [O:11]([C:18]1[CH:19]=[CH:20][C:21]([O:24][C:2]2[C:3]3[N:10]([CH2:26][CH:27]4[CH2:31][CH2:30][N:29]([C:32](=[O:34])[CH:39]=[CH2:40])[CH2:28]4)[CH:9]=[CH:8][C:4]=3[N:5]=[CH:6][N:7]=2)=[CH:22][CH:23]=1)[C:12]1[CH:17]=[CH:16][CH:15]=[CH:14][CH:13]=1, predict the reactants needed to synthesize it. The reactants are: Cl[C:2]1[C:3]2[NH:10][CH:9]=[CH:8][C:4]=2[N:5]=[CH:6][N:7]=1.[O:11]([C:18]1[CH:23]=[CH:22][C:21]([OH:24])=[CH:20][CH:19]=1)[C:12]1[CH:17]=[CH:16][CH:15]=[CH:14][CH:13]=1.O[CH2:26][CH:27]1[CH2:31][CH2:30][N:29]([C:32]([O:34]C(C)(C)C)=O)[CH2:28]1.[C:39](Cl)(=O)[CH:40]=C. (7) Given the product [CH3:20][N:15]1[C:16](=[O:19])[CH2:17][CH2:18][C:13]([CH:12]=[O:11])=[N:14]1, predict the reactants needed to synthesize it. The reactants are: C(Cl)(=O)C(Cl)=O.CS(C)=O.[OH:11][CH2:12][C:13]1[CH2:18][CH2:17][C:16](=[O:19])[N:15]([CH3:20])[N:14]=1.C(N(CC)CC)C.